From a dataset of Catalyst prediction with 721,799 reactions and 888 catalyst types from USPTO. Predict which catalyst facilitates the given reaction. (1) Reactant: Cl[C:2]1[C:3]([O:8][C:9]2[CH:14]=[CH:13][C:12]([NH:15][C:16]3[CH:21]=[CH:20][CH:19]=[CH:18][N:17]=3)=[CH:11][CH:10]=2)=[N:4][CH:5]=[CH:6][N:7]=1.[NH:22]1[CH2:26][CH2:25][CH:24]([C:27]([OH:30])([CH3:29])[CH3:28])[CH2:23]1. Product: [N:17]1[CH:18]=[CH:19][CH:20]=[CH:21][C:16]=1[NH:15][C:12]1[CH:13]=[CH:14][C:9]([O:8][C:3]2[C:2]([N:22]3[CH2:26][CH2:25][CH:24]([C:27]([OH:30])([CH3:29])[CH3:28])[CH2:23]3)=[N:7][CH:6]=[CH:5][N:4]=2)=[CH:10][CH:11]=1. The catalyst class is: 16. (2) Reactant: [Cl:1][C:2]1[CH:17]=[C:16]([F:18])[C:5]([O:6][C:7]2[CH:12]=[CH:11][C:10]([CH2:13][CH2:14][OH:15])=[CH:9][CH:8]=2)=[C:4]([F:19])[CH:3]=1.[N:20]#[C:21][NH2:22].OS(C(F)(F)F)(=O)=O. Product: [C:21](=[NH:20])([O:15][CH2:14][CH2:13][C:10]1[CH:11]=[CH:12][C:7]([O:6][C:5]2[C:16]([F:18])=[CH:17][C:2]([Cl:1])=[CH:3][C:4]=2[F:19])=[CH:8][CH:9]=1)[NH2:22]. The catalyst class is: 1.